Dataset: Full USPTO retrosynthesis dataset with 1.9M reactions from patents (1976-2016). Task: Predict the reactants needed to synthesize the given product. (1) Given the product [CH3:18][NH:19][C:20]1([C:27]2[CH:32]=[CH:31][CH:30]=[CH:29][CH:28]=2)[CH2:25][CH2:24][C:23]([C:10]2[NH:11][C:12]3[C:17]([C:9]=2[CH2:8][CH2:7][C:4]2[CH:3]=[CH:2][N:1]=[CH:6][CH:5]=2)=[CH:16][CH:15]=[CH:14][CH:13]=3)([C:10]2[NH:11][C:12]3[C:17]([C:9]=2[CH2:8][CH2:7][C:4]2[CH:5]=[CH:6][N:1]=[CH:2][CH:3]=2)=[CH:16][CH:15]=[CH:14][CH:13]=3)[CH2:22][CH2:21]1, predict the reactants needed to synthesize it. The reactants are: [N:1]1[CH:6]=[CH:5][C:4]([CH2:7][CH2:8][C:9]2[C:17]3[C:12](=[CH:13][CH:14]=[CH:15][CH:16]=3)[NH:11][CH:10]=2)=[CH:3][CH:2]=1.[CH3:18][NH:19][C:20]1([C:27]2[CH:32]=[CH:31][CH:30]=[CH:29][CH:28]=2)[CH2:25][CH2:24][C:23](=O)[CH2:22][CH2:21]1.FC(F)(F)S(O)(=O)=O. (2) Given the product [CH3:16][C@@H:15]([C@@H:5]([CH2:4][N+:1]([O-:3])=[O:2])[CH2:6][CH2:7][C:8]1[CH:13]=[CH:12][CH:11]=[CH:10][CH:9]=1)[CH:14]=[O:17], predict the reactants needed to synthesize it. The reactants are: [N+:1](/[CH:4]=[CH:5]/[CH2:6][CH2:7][C:8]1[CH:13]=[CH:12][CH:11]=[CH:10][CH:9]=1)([O-:3])=[O:2].[CH:14](=[O:17])[CH2:15][CH3:16].CC(O)C. (3) Given the product [Cl:22][C:5]1[C:6]([NH:8][C:9]2[CH:10]=[C:11]([OH:15])[CH:12]=[CH:13][CH:14]=2)=[N:7][C:2]([NH:23][C:24]2[CH:31]=[CH:30][CH:29]=[C:26]([CH2:27][OH:28])[CH:25]=2)=[N:3][CH:4]=1, predict the reactants needed to synthesize it. The reactants are: Cl[C:2]1[N:7]=[C:6]([NH:8][C:9]2[CH:14]=[CH:13][CH:12]=[C:11]([O:15]C3CCCCO3)[CH:10]=2)[C:5]([Cl:22])=[CH:4][N:3]=1.[NH2:23][C:24]1[CH:25]=[C:26]([CH:29]=[CH:30][CH:31]=1)[CH2:27][OH:28]. (4) Given the product [N:3]1[CH:4]=[CH:5][CH:6]=[CH:7][C:2]=1[C:11]#[C:10][CH2:9][CH2:8][C:12]1[O:13][C:14]2[C:20]([C:21]#[N:22])=[CH:19][CH:18]=[CH:17][C:15]=2[N:16]=1, predict the reactants needed to synthesize it. The reactants are: Br[C:2]1[CH:7]=[CH:6][CH:5]=[CH:4][N:3]=1.[CH2:8]([C:12]1[O:13][C:14]2[C:20]([C:21]#[N:22])=[CH:19][CH:18]=[CH:17][C:15]=2[N:16]=1)[CH2:9][C:10]#[CH:11]. (5) The reactants are: [C:1](Cl)([C:14]1[CH:19]=[CH:18][CH:17]=[CH:16][CH:15]=1)([C:8]1[CH:13]=[CH:12][CH:11]=[CH:10][CH:9]=1)[C:2]1[CH:7]=[CH:6][CH:5]=[CH:4][CH:3]=1.Cl.[NH:22]1[CH2:27][CH2:26][CH2:25][C:24](=[O:28])[CH2:23]1.C(N(CC)CC)C. Given the product [C:1]([N:22]1[CH2:27][CH2:26][CH2:25][C:24](=[O:28])[CH2:23]1)([C:14]1[CH:19]=[CH:18][CH:17]=[CH:16][CH:15]=1)([C:8]1[CH:13]=[CH:12][CH:11]=[CH:10][CH:9]=1)[C:2]1[CH:7]=[CH:6][CH:5]=[CH:4][CH:3]=1, predict the reactants needed to synthesize it.